From a dataset of Forward reaction prediction with 1.9M reactions from USPTO patents (1976-2016). Predict the product of the given reaction. Given the reactants F[C:2]1[CH:3]=[C:4]([OH:11])[CH:5]=[CH:6][C:7]=1[N+:8]([O-:10])=[O:9].[CH:12]1([NH2:18])[CH2:17][CH2:16][CH2:15][CH2:14][CH2:13]1, predict the reaction product. The product is: [CH:12]1([NH:18][C:2]2[CH:3]=[C:4]([OH:11])[CH:5]=[CH:6][C:7]=2[N+:8]([O-:10])=[O:9])[CH2:17][CH2:16][CH2:15][CH2:14][CH2:13]1.